Dataset: Forward reaction prediction with 1.9M reactions from USPTO patents (1976-2016). Task: Predict the product of the given reaction. (1) Given the reactants [CH3:1][C:2]1([CH3:12])[CH2:6][C:5]2[CH:7]=[CH:8][CH:9]=[C:10]([OH:11])[C:4]=2[O:3]1.[CH2:13]([CH:15]1[O:17][CH2:16]1)Cl, predict the reaction product. The product is: [CH3:1][C:2]1([CH3:12])[CH2:6][C:5]2[CH:7]=[CH:8][CH:9]=[C:10]([O:11][CH2:13][CH:15]3[CH2:16][O:17]3)[C:4]=2[O:3]1. (2) Given the reactants [Cl:1][C:2]1[CH:7]=[CH:6][C:5]([C:8]2[C:17]3[C:12](=[CH:13][CH:14]=[C:15]([C:18](O)=[O:19])[CH:16]=3)[CH:11]=[N:10][CH:9]=2)=[CH:4][CH:3]=1.F[B-](F)(F)F.N1(OC(N(C)C)=[N+](C)C)C2C=CC=CC=2N=N1.C(N(CC)C(C)C)(C)C.[NH:52]1[CH2:57][CH2:56][O:55][CH2:54][CH2:53]1, predict the reaction product. The product is: [Cl:1][C:2]1[CH:7]=[CH:6][C:5]([C:8]2[C:17]3[C:12](=[CH:13][CH:14]=[C:15]([C:18]([N:52]4[CH2:57][CH2:56][O:55][CH2:54][CH2:53]4)=[O:19])[CH:16]=3)[CH:11]=[N:10][CH:9]=2)=[CH:4][CH:3]=1. (3) Given the reactants Br[C:2]1[CH:3]=[C:4]([C:8]2[C:22]([C:23]3[CH:28]=[CH:27][N:26]=[C:25]([NH:29][CH:30]4[CH2:34][CH2:33][CH2:32][CH2:31]4)[N:24]=3)=[C:11]3[CH:12]=[CH:13][CH:14]=[C:15]([NH:16][CH:17]4[CH2:21][CH2:20][CH2:19][CH2:18]4)[N:10]3[N:9]=2)[CH:5]=[CH:6][CH:7]=1.[S:35]1[CH:39]=[CH:38][CH:37]=[C:36]1B(O)O, predict the reaction product. The product is: [CH:17]1([NH:16][C:15]2[N:10]3[N:9]=[C:8]([C:4]4[CH:5]=[CH:6][CH:7]=[C:2]([C:36]5[S:35][CH:39]=[CH:38][CH:37]=5)[CH:3]=4)[C:22]([C:23]4[CH:28]=[CH:27][N:26]=[C:25]([NH:29][CH:30]5[CH2:34][CH2:33][CH2:32][CH2:31]5)[N:24]=4)=[C:11]3[CH:12]=[CH:13][CH:14]=2)[CH2:18][CH2:19][CH2:20][CH2:21]1. (4) The product is: [OH:6][CH2:5][CH:4]([C:7]1[C:16]2[C:11](=[CH:12][CH:13]=[C:14]([O:17][CH3:18])[CH:15]=2)[CH:10]=[CH:9][CH:8]=1)[CH2:3][NH:2][C:25](=[O:27])[CH3:26]. Given the reactants Cl.[NH2:2][CH2:3][CH:4]([C:7]1[C:16]2[C:11](=[CH:12][CH:13]=[C:14]([O:17][CH3:18])[CH:15]=2)[CH:10]=[CH:9][CH:8]=1)[CH2:5][OH:6].C(=O)([O-])[O-].[K+].[K+].[C:25](Cl)(=[O:27])[CH3:26], predict the reaction product.